Dataset: Reaction yield outcomes from USPTO patents with 853,638 reactions. Task: Predict the reaction yield, written as a fraction of the theoretical maximum amount of product (1.0 means a 100% yield; for example, 0.34 means a 34% yield). (1) The reactants are C([Si](CC=C)(CC=C)CCC[Si:8]([CH2:15][CH2:16][CH2:17][Si:18]([CH2:25][CH:26]=[CH2:27])([CH2:22][CH:23]=[CH2:24])[CH2:19][CH:20]=[CH2:21])(C(C)(C)C)[O:9][CH3:10])C=C.[CH3:34][O:35][Si](OC)(OC)OC.C([Si](CC=C)(CC=C)CCC[Mg]Br)C=C. The catalyst is C(OCC)C. The product is [CH2:19]([Si:18]([CH2:25][CH:26]=[CH2:27])([CH2:22][CH:23]=[CH2:24])[CH2:17][CH2:16][CH2:15][SiH:8]([O:35][CH3:34])[O:9][CH3:10])[CH:20]=[CH2:21]. The yield is 0.670. (2) The reactants are C([O:3][P:4]([CH:9]([C:35]#[N:36])[CH2:10][C:11]([CH3:34])=[CH:12][CH2:13][C:14]1[C:15]([O:27]CC[Si](C)(C)C)=[C:16]2[C:20](=[C:21]([CH3:25])[C:22]=1[O:23][CH3:24])[CH2:19][O:18][C:17]2=[O:26])(=[O:8])[O:5]CC)C.C[Si](Br)(C)C.N1C(C)=CC=CC=1C. The catalyst is C(#N)C. The product is [C:35]([CH:9]([P:4](=[O:3])([OH:5])[OH:8])[CH2:10][C:11]([CH3:34])=[CH:12][CH2:13][C:14]1[C:15]([OH:27])=[C:16]2[C:20](=[C:21]([CH3:25])[C:22]=1[O:23][CH3:24])[CH2:19][O:18][C:17]2=[O:26])#[N:36]. The yield is 0.600. (3) The reactants are [Br:1][C:2]1[CH:10]=[C:9]2[C:5]([C@H:6]([OH:18])[CH2:7][C@@H:8]2[NH:11][C:12](=[O:17])[C:13]([F:16])([F:15])[F:14])=[CH:4][CH:3]=1.[H-].[Na+].[CH2:21](Br)[CH:22]=[CH2:23]. The catalyst is CN(C=O)C. The product is [CH2:23]([O:18][C@H:6]1[C:5]2[C:9](=[CH:10][C:2]([Br:1])=[CH:3][CH:4]=2)[C@@H:8]([NH:11][C:12](=[O:17])[C:13]([F:16])([F:14])[F:15])[CH2:7]1)[CH:22]=[CH2:21]. The yield is 0.740. (4) The reactants are FC1C=CC(C[N:7]2[C:15]3[C:10](=[CH:11][CH:12]=[CH:13][CH:14]=3)[C:9]3[CH2:16][C@@H:17]([CH2:27][OH:28])[N:18]([C:20]([O:22][C:23]([CH3:26])([CH3:25])[CH3:24])=[O:21])[CH2:19][C:8]2=3)=CC=1.[OH-].[Na+].C(O)(=O)CC(CC(O)=O)(C(O)=O)[OH:36]. The catalyst is O1CCOCC1.O. The product is [C:23]([O:22][C:20]([N:18]1[CH:17]([C:27]([OH:36])=[O:28])[CH2:16][C:9]2[C:14]3[C:15](=[CH:10][CH:11]=[CH:12][CH:13]=3)[NH:7][C:8]=2[CH2:19]1)=[O:21])([CH3:24])([CH3:25])[CH3:26]. The yield is 0.770. (5) The reactants are [CH3:1][S:2][C:3]1[C:4]([N+:10]([O-:12])=[O:11])=[C:5]([CH:7]=[CH:8][CH:9]=1)[NH2:6].N1C=CC=CC=1.[CH3:19][O:20][CH2:21][C:22](Cl)=[O:23].N. The catalyst is CC(N(C)C)=O.O.CO. The product is [CH3:19][O:20][CH2:21][C:22]([NH:6][C:5]1[CH:7]=[CH:8][CH:9]=[C:3]([S:2][CH3:1])[C:4]=1[N+:10]([O-:12])=[O:11])=[O:23]. The yield is 0.910.